From a dataset of Full USPTO retrosynthesis dataset with 1.9M reactions from patents (1976-2016). Predict the reactants needed to synthesize the given product. (1) Given the product [CH3:4][O:5][C:9](=[O:14])[CH:13]([CH2:12][CH:11]([CH3:10])[CH3:33])[CH2:29][C:30]([O:32][C:18]([CH3:21])([CH3:19])[CH3:17])=[O:31], predict the reactants needed to synthesize it. The reactants are: C(C[C:4](OCC)=[O:5])#N.[C:9]1(=[O:14])[CH2:13][CH2:12][CH2:11][CH2:10]1.C1C[CH2:19][C:18](CN)([CH2:21]C(O)=O)[CH2:17]C1.NC[CH2:29][C:30]([OH:32])=[O:31].[C:33]([O-])(=O)C.[NH4+].N1CCCCC1. (2) Given the product [NH:32]1[C:40]2[C:35](=[CH:36][CH:37]=[CH:38][CH:39]=2)[CH:34]=[C:33]1[CH2:41][NH:42][C:3](=[O:4])[CH:2]([OH:1])[C:6]1[CH:7]=[CH:8][C:9]([C:12]2[N:16]=[C:15]([C:17]3[O:21][N:20]=[C:19]([C:22]4[CH:27]=[CH:26][CH:25]=[CH:24][CH:23]=4)[C:18]=3[C:28]([F:30])([F:29])[F:31])[O:14][N:13]=2)=[CH:10][CH:11]=1, predict the reactants needed to synthesize it. The reactants are: [OH:1][CH:2]([C:6]1[CH:11]=[CH:10][C:9]([C:12]2[N:16]=[C:15]([C:17]3[O:21][N:20]=[C:19]([C:22]4[CH:27]=[CH:26][CH:25]=[CH:24][CH:23]=4)[C:18]=3[C:28]([F:31])([F:30])[F:29])[O:14][N:13]=2)=[CH:8][CH:7]=1)[C:3](O)=[O:4].[NH:32]1[C:40]2[C:35](=[CH:36][CH:37]=[CH:38][CH:39]=2)[CH:34]=[C:33]1[CH2:41][NH2:42].CN1CCOCC1.CN(C(ON1N=NC2C=CC=NC1=2)=[N+](C)C)C.F[P-](F)(F)(F)(F)F. (3) Given the product [OH:6][C:7]1[CH:15]=[CH:14][C:10]([C:11]([O:13][CH3:20])=[O:12])=[CH:9][C:8]=1[C:16]([F:17])([F:18])[F:19], predict the reactants needed to synthesize it. The reactants are: OS(O)(=O)=O.[OH:6][C:7]1[CH:15]=[CH:14][C:10]([C:11]([OH:13])=[O:12])=[CH:9][C:8]=1[C:16]([F:19])([F:18])[F:17].[CH3:20]COC(C)=O. (4) Given the product [F:1][CH:2]([CH2:28][CH2:29][CH3:30])[CH2:3][N:4]1[CH2:9][CH2:8][CH:7]([CH2:10][O:11][C:12]2[CH:17]=[CH:16][C:15]([C:18]3[CH:19]=[CH:20][C:21]([C:24]([OH:26])=[O:25])=[CH:22][CH:23]=3)=[CH:14][CH:13]=2)[CH2:6][CH2:5]1, predict the reactants needed to synthesize it. The reactants are: [F:1][CH:2]([CH2:28][CH2:29][CH3:30])[CH2:3][N:4]1[CH2:9][CH2:8][CH:7]([CH2:10][O:11][C:12]2[CH:17]=[CH:16][C:15]([C:18]3[CH:23]=[CH:22][C:21]([C:24]([O:26]C)=[O:25])=[CH:20][CH:19]=3)=[CH:14][CH:13]=2)[CH2:6][CH2:5]1.CO.O.O[Li].O. (5) The reactants are: [CH3:1][O:2][C:3](=[O:22])[CH2:4][NH:5][C:6](=[O:21])[C:7]1[CH:12]=[CH:11][C:10]([O:13]CC2C=CC=CC=2)=[CH:9][CH:8]=1. Given the product [CH3:1][O:2][C:3](=[O:22])[CH2:4][NH:5][C:6](=[O:21])[C:7]1[CH:12]=[CH:11][C:10]([OH:13])=[CH:9][CH:8]=1, predict the reactants needed to synthesize it. (6) Given the product [O:17]1[C:23]2[CH:24]=[CH:25][CH:26]=[C:27]([N:28]3[CH2:33][CH2:32][N:31]([CH2:2][CH2:3][CH2:4][CH2:5][N:6]4[CH2:11][C:10](=[O:12])[N:9]5[CH2:13][CH2:14][CH2:15][CH:8]5[C:7]4=[O:16])[CH2:30][CH2:29]3)[C:22]=2[O:21][CH2:20][CH2:19][CH2:18]1, predict the reactants needed to synthesize it. The reactants are: Br[CH2:2][CH2:3][CH2:4][CH2:5][N:6]1[CH2:11][C:10](=[O:12])[N:9]2[CH2:13][CH2:14][CH2:15][CH:8]2[C:7]1=[O:16].[O:17]1[C:23]2[CH:24]=[CH:25][CH:26]=[C:27]([N:28]3[CH2:33][CH2:32][NH:31][CH2:30][CH2:29]3)[C:22]=2[O:21][CH2:20][CH2:19][CH2:18]1. (7) Given the product [CH3:17][C:6]1[CH:5]=[C:4]([C:3]2[CH2:36][C:35]([C:29]3[CH:30]=[C:31]([Cl:34])[C:32]([Cl:33])=[C:27]([Cl:26])[CH:28]=3)([C:37]([F:40])([F:39])[F:38])[O:1][N:2]=2)[CH:16]=[CH:15][C:7]=1[C:8]([NH:10][C:11](=[O:14])[O:12][CH3:13])=[O:9], predict the reactants needed to synthesize it. The reactants are: [OH:1][N:2]=[CH:3][C:4]1[CH:16]=[CH:15][C:7]([C:8]([NH:10][C:11](=[O:14])[O:12][CH3:13])=[O:9])=[C:6]([CH3:17])[CH:5]=1.ClN1C(=O)CCC1=O.[Cl:26][C:27]1[CH:28]=[C:29]([C:35]([C:37]([F:40])([F:39])[F:38])=[CH2:36])[CH:30]=[C:31]([Cl:34])[C:32]=1[Cl:33].C(=O)([O-])O.[K+].